Dataset: Forward reaction prediction with 1.9M reactions from USPTO patents (1976-2016). Task: Predict the product of the given reaction. (1) Given the reactants [CH3:1][O:2][C:3]([C@:5]1([CH2:10][O:11][CH2:12][C:13]2[CH:18]=[CH:17][CH:16]=[CH:15][CH:14]=2)[CH2:9][CH2:8][CH2:7][NH:6]1)=[O:4].C=O.[C:21](O[BH-](OC(=O)C)OC(=O)C)(=O)C.[Na+], predict the reaction product. The product is: [CH3:1][O:2][C:3]([C@:5]1([CH2:10][O:11][CH2:12][C:13]2[CH:14]=[CH:15][CH:16]=[CH:17][CH:18]=2)[CH2:9][CH2:8][CH2:7][N:6]1[CH3:21])=[O:4]. (2) Given the reactants [CH3:1][N:2]([CH3:7])[CH2:3][CH2:4][NH:5][CH3:6].Br[CH2:9][CH2:10][CH2:11][CH2:12][CH2:13][O:14][C:15]1[C:16]([O:35][CH3:36])=[CH:17][CH:18]=[C:19]2[C:24]=1[O:23][C:22](=[O:25])[CH:21]=[C:20]2[NH:26][C:27]1[C:32]([Cl:33])=[CH:31][N:30]=[CH:29][C:28]=1[Cl:34], predict the reaction product. The product is: [Cl:34][C:28]1[CH:29]=[N:30][CH:31]=[C:32]([Cl:33])[C:27]=1[NH:26][C:20]1[C:19]2[C:24](=[C:15]([O:14][CH2:13][CH2:12][CH2:11][CH2:10][CH2:9][N:5]([CH2:4][CH2:3][N:2]([CH3:7])[CH3:1])[CH3:6])[C:16]([O:35][CH3:36])=[CH:17][CH:18]=2)[O:23][C:22](=[O:25])[CH:21]=1. (3) Given the reactants [F:1][C:2]1[CH:7]=[CH:6][C:5]([C:8]2[N:12]([CH2:13][CH:14]=[CH:15][C:16]3[CH:21]=[CH:20][C:19]([C:22]4[O:26][C:25]([CH:27]=O)=[CH:24][CH:23]=4)=[CH:18][CH:17]=3)[C:11](=[O:29])[NH:10][N:9]=2)=[CH:4][CH:3]=1.[S:30]1[CH2:34][C:33](=[O:35])[NH:32][C:31]1=[O:36].N1CCCCC1, predict the reaction product. The product is: [F:1][C:2]1[CH:3]=[CH:4][C:5]([C:8]2[N:12]([CH2:13][CH:14]=[CH:15][C:16]3[CH:21]=[CH:20][C:19]([C:22]4[O:26][C:25]([CH:27]=[C:34]5[S:30][C:31](=[O:36])[NH:32][C:33]5=[O:35])=[CH:24][CH:23]=4)=[CH:18][CH:17]=3)[C:11](=[O:29])[NH:10][N:9]=2)=[CH:6][CH:7]=1.